Task: Predict the reactants needed to synthesize the given product.. Dataset: Full USPTO retrosynthesis dataset with 1.9M reactions from patents (1976-2016) (1) Given the product [Cl:1][C:2]1[N:3]=[CH:4][C:5]([C:6]([NH:11][C:12]2[C:13]([Cl:19])=[N:14][CH:15]=[N:16][C:17]=2[Cl:18])=[O:7])=[CH:9][CH:10]=1, predict the reactants needed to synthesize it. The reactants are: [Cl:1][C:2]1[CH:10]=[CH:9][C:5]([C:6](Cl)=[O:7])=[CH:4][N:3]=1.[NH2:11][C:12]1[C:13]([Cl:19])=[N:14][CH:15]=[N:16][C:17]=1[Cl:18]. (2) Given the product [CH:34]1([CH2:33][CH:32]([N:4]2[C:3](=[O:15])[CH:2]=[C:7]([O:28][C:23]3[CH:24]=[CH:25][CH:26]=[CH:27][C:22]=3[N:16]3[CH2:17][CH2:18][O:19][CH2:20][CH2:21]3)[CH:6]=[N:5]2)[C:31]([OH:30])=[O:40])[CH2:38][CH2:37][CH2:36][CH2:35]1, predict the reactants needed to synthesize it. The reactants are: Cl[C:2]1[C:3](=[O:15])[N:4](C2CCCCO2)[N:5]=[CH:6][C:7]=1Cl.[N:16]1([C:22]2[CH:27]=[CH:26][CH:25]=[CH:24][C:23]=2[OH:28])[CH2:21][CH2:20][O:19][CH2:18][CH2:17]1.C[O:30][C:31](=[O:40])[CH:32](Br)[CH2:33][CH:34]1[CH2:38][CH2:37][CH2:36][CH2:35]1.